This data is from Catalyst prediction with 721,799 reactions and 888 catalyst types from USPTO. The task is: Predict which catalyst facilitates the given reaction. (1) Reactant: Br[C:2]1[CH:11]=[C:10]2[C:5]([C:6]([N:12]3[CH2:17][CH2:16][N:15]([C:18]([O:20][C:21]([CH3:24])([CH3:23])[CH3:22])=[O:19])[CH2:14][CH2:13]3)=[CH:7][N:8]=[N:9]2)=[CH:4][C:3]=1[Cl:25].[CH3:26][C:27]1[C:28](B2OC(C)(C)C(C)(C)O2)=[C:29]2[C:33](=[CH:34][CH:35]=1)[NH:32][N:31]=[CH:30]2.C([O-])([O-])=O.[Na+].[Na+]. Product: [Cl:25][C:3]1[CH:4]=[C:5]2[C:10](=[CH:11][C:2]=1[C:28]1[C:27]([CH3:26])=[CH:35][CH:34]=[C:33]3[C:29]=1[CH:30]=[N:31][NH:32]3)[N:9]=[N:8][CH:7]=[C:6]2[N:12]1[CH2:17][CH2:16][N:15]([C:18]([O:20][C:21]([CH3:24])([CH3:23])[CH3:22])=[O:19])[CH2:14][CH2:13]1. The catalyst class is: 70. (2) Reactant: C12C(NC3CCC(N)CC3)=NC=NC=1SC1CCCC2=1.Cl[CH2:22][C:23]([N:25]1[CH2:29][CH2:28][CH2:27][CH2:26]1)=[O:24]. Product: [CH:23](=[O:24])[CH3:22].[N:25]1([C:23](=[O:24])[CH3:22])[CH2:29][CH2:28][CH2:27][CH2:26]1. The catalyst class is: 8. (3) Reactant: [C:1]1([C@H:7]2[C@@H:11]([C:12]3[CH:17]=[CH:16][CH:15]=[CH:14][CH:13]=3)[NH:10][C:9](=[S:18])[NH:8]2)[CH:6]=[CH:5][CH:4]=[CH:3][CH:2]=1.[CH3:19][C:20]1[CH:27]=[CH:26][C:25]([CH3:28])=[CH:24][C:21]=1[CH2:22][Cl:23]. Product: [ClH:23].[CH3:19][C:20]1[CH:27]=[CH:26][C:25]([CH3:28])=[CH:24][C:21]=1[CH2:22][S:18][C:9]1[NH:8][C@H:7]([C:1]2[CH:2]=[CH:3][CH:4]=[CH:5][CH:6]=2)[C@H:11]([C:12]2[CH:13]=[CH:14][CH:15]=[CH:16][CH:17]=2)[N:10]=1. The catalyst class is: 14.